From a dataset of Reaction yield outcomes from USPTO patents with 853,638 reactions. Predict the reaction yield, written as a fraction of the theoretical maximum amount of product (1.0 means a 100% yield; for example, 0.34 means a 34% yield). (1) The catalyst is CS(C)=O.C(OCC)C.O. The yield is 0.500. The product is [N:1]1([C:8]([S:10][CH2:11][C:12]2[CH:17]=[CH:16][CH:15]=[CH:14][CH:13]=2)=[S:9])[CH:5]=[CH:4][CH:3]=[CH:2]1. The reactants are [NH:1]1[CH:5]=[CH:4][CH:3]=[CH:2]1.[H-].[Na+].[C:8](=[S:10])=[S:9].[CH2:11](Cl)[C:12]1[CH:17]=[CH:16][CH:15]=[CH:14][CH:13]=1. (2) The reactants are [CH3:1][O:2][C:3]1[CH:4]=[C:5]2[C:10](=[CH:11][C:12]=1[O:13][CH2:14][C@H:15]1C[O:16]1)[N:9]=[CH:8][N:7]=[C:6]2[O:18][C:19]1[CH:20]=[C:21]2[C:25](=[CH:26][CH:27]=1)[NH:24][CH:23]=[C:22]2[CH3:28].[CH3:29][N:30]1[CH2:35][CH2:34][NH:33][CH2:32][CH2:31]1.[CH3:36]N(C=O)C. No catalyst specified. The product is [OH:16][C@H:15]([CH2:29][N:30]1[CH2:35][CH2:34][N:33]([CH3:36])[CH2:32][CH2:31]1)[CH2:14][O:13][C:12]1[CH:11]=[C:10]2[C:5]([C:6]([O:18][C:19]3[CH:20]=[C:21]4[C:25](=[CH:26][CH:27]=3)[NH:24][CH:23]=[C:22]4[CH3:28])=[N:7][CH:8]=[N:9]2)=[CH:4][C:3]=1[O:2][CH3:1]. The yield is 0.800. (3) The reactants are [N+:1]([C:4]1[CH:9]=[C:8]([NH2:10])[CH:7]=[CH:6][C:5]=1[NH2:11])([O-:3])=[O:2].O1CCOCC1.C(OCC)C.[ClH:23]. The catalyst is C(O)C. The product is [ClH:23].[N+:1]([C:4]1[CH:9]=[C:8]([NH2:10])[CH:7]=[CH:6][C:5]=1[NH2:11])([O-:3])=[O:2]. The yield is 1.00.